From a dataset of Aqueous solubility values for 9,982 compounds from the AqSolDB database. Regression/Classification. Given a drug SMILES string, predict its absorption, distribution, metabolism, or excretion properties. Task type varies by dataset: regression for continuous measurements (e.g., permeability, clearance, half-life) or binary classification for categorical outcomes (e.g., BBB penetration, CYP inhibition). For this dataset (solubility_aqsoldb), we predict Y. (1) The molecule is CCOc1ccc(NC(=O)OC(C)C)cc1OCC. The Y is -4.00 log mol/L. (2) The drug is CCCCCC(=O)NCCNC(=O)CCCCC. The Y is -3.11 log mol/L. (3) The compound is CCCCCCCCCCCCCCCCCCC1CC(=O)N(CCNCCNCCNCCN2C(=O)CC(CCCCCCCCCCCCCCCCCC)C2=O)C1=O. The Y is -10.2 log mol/L. (4) The compound is CC(CCC(=O)O)C1CCC2C3C(O)CC4CCCCC4(C)C3CCC12C. The Y is -6.46 log mol/L. (5) The molecule is Oc1ccc2c(c1)Sc1ccccc1N2. The Y is -2.57 log mol/L. (6) The molecule is CC(=O)Nc1nc2c(ncn2COCCOC(C)=O)c(=O)[nH]1. The Y is -2.14 log mol/L.